Dataset: NCI-60 drug combinations with 297,098 pairs across 59 cell lines. Task: Regression. Given two drug SMILES strings and cell line genomic features, predict the synergy score measuring deviation from expected non-interaction effect. (1) Drug 1: CC12CCC(CC1=CCC3C2CCC4(C3CC=C4C5=CN=CC=C5)C)O. Drug 2: CN1C2=C(C=C(C=C2)N(CCCl)CCCl)N=C1CCCC(=O)O.Cl. Cell line: UACC62. Synergy scores: CSS=2.69, Synergy_ZIP=-0.714, Synergy_Bliss=-0.193, Synergy_Loewe=-0.473, Synergy_HSA=0.426. (2) Drug 1: CC1C(C(CC(O1)OC2C(OC(CC2O)OC3C(OC(CC3O)OC4CCC5(C(C4)CCC6C5CC(C7(C6(CCC7C8=CC(=O)OC8)O)C)O)C)C)C)O)O. Drug 2: CC(C)CC(C(=O)C1(CO1)C)NC(=O)C(CC2=CC=CC=C2)NC(=O)C(CC(C)C)NC(=O)C(CCC3=CC=CC=C3)NC(=O)CN4CCOCC4. Cell line: SN12C. Synergy scores: CSS=2.00, Synergy_ZIP=-1.96, Synergy_Bliss=-1.96, Synergy_Loewe=-0.000388, Synergy_HSA=-0.000895. (3) Drug 1: C1CN1P(=S)(N2CC2)N3CC3. Drug 2: C1=CN(C=N1)CC(O)(P(=O)(O)O)P(=O)(O)O. Cell line: PC-3. Synergy scores: CSS=10.3, Synergy_ZIP=-1.27, Synergy_Bliss=0.573, Synergy_Loewe=-1.62, Synergy_HSA=-1.03. (4) Drug 1: C1CCC(C1)C(CC#N)N2C=C(C=N2)C3=C4C=CNC4=NC=N3. Drug 2: CCN(CC)CCNC(=O)C1=C(NC(=C1C)C=C2C3=C(C=CC(=C3)F)NC2=O)C. Cell line: K-562. Synergy scores: CSS=12.1, Synergy_ZIP=5.70, Synergy_Bliss=10.7, Synergy_Loewe=6.21, Synergy_HSA=6.49. (5) Drug 1: CC1=CC=C(C=C1)C2=CC(=NN2C3=CC=C(C=C3)S(=O)(=O)N)C(F)(F)F. Drug 2: CC(C)CN1C=NC2=C1C3=CC=CC=C3N=C2N. Cell line: T-47D. Synergy scores: CSS=1.98, Synergy_ZIP=-1.19, Synergy_Bliss=-2.70, Synergy_Loewe=-1.86, Synergy_HSA=-3.88.